This data is from Experimentally validated miRNA-target interactions with 360,000+ pairs, plus equal number of negative samples. The task is: Binary Classification. Given a miRNA mature sequence and a target amino acid sequence, predict their likelihood of interaction. (1) The miRNA is hsa-miR-8057 with sequence GUGGCUCUGUAGUAAGAUGGA. The protein sequence of the target gene is MGQQHGTRNGLTHRELPRGVGLLLAMALMNVALYLCLDQLFISPGRSTADSRRCPPGYFRMGRMRNCSRWLSCEELRTEVRQLKRVGEGAVKRVFLSEWKEHKVALSRLTRLEMKEDFLHGLQMLKSLQSEHVVTLVGYCEEDGTILTEYHPLGSLSNLEETLNLSKYQDVNTWQHRLQLAMEYVSIINYLHHSPLGTRVMCDSNDLPKTLSQYLLTSNFSIVANDLDALPLVDHDSGVLIKCGHRELHGDFVAPEQLWPYGEDTPFQDDLMPSYNEKVDIWKIPDVSSFLLGHVEGSDM.... Result: 0 (no interaction). (2) Result: 0 (no interaction). The protein sequence of the target gene is MNIFDRKINFDALLKFSHITPSTQQHLKKVYASFALCMFVAAAGAYVHVVTHFIQAGLLSALGSLALMIWLMATPHSHETEQKRLGLLAGFAFLTGVGLGPALELCIAVNPSILPTAFMGTAMIFTCFSLSALYARRRSYLFLGGILMSAMSLMLLSSLGNLFFGSIWLFQANLYLGLLVMCGFVLFDTQLIIEKAEHGDKDYIWHCVDLFLDFVTLFRKLMLILAFNEKDKKKEKK. The miRNA is mmu-miR-759 with sequence GCAGAGUGCAAACAAUUUUGAC. (3) The miRNA is hsa-miR-216a-5p with sequence UAAUCUCAGCUGGCAACUGUGA. The protein sequence of the target gene is MAPRGFSCLLLSTSEIDLPVKRLLSSVF. Result: 0 (no interaction).